Dataset: Full USPTO retrosynthesis dataset with 1.9M reactions from patents (1976-2016). Task: Predict the reactants needed to synthesize the given product. (1) Given the product [Br:1][C:2]1[CH:3]=[CH:4][C:5]([CH2:6][NH:7][C:8]([N:14]2[CH2:15][CH2:16][CH2:13][CH2:12]2)=[O:9])=[CH:10][CH:11]=1, predict the reactants needed to synthesize it. The reactants are: [Br:1][C:2]1[CH:11]=[CH:10][C:5]([CH2:6][N:7]=[C:8]=[O:9])=[CH:4][CH:3]=1.[CH2:12]([N:14](CC)[CH2:15][CH3:16])[CH3:13].N1CCCC1. (2) Given the product [CH3:1][O:2][CH2:3][CH2:4][O:5][C:6]1[CH:7]=[C:8]([C:16]2[N:20]([CH:21]3[CH2:26][CH2:25][CH2:24][CH2:23][O:22]3)[N:19]=[C:18]([CH3:27])[C:17]=2[CH:28]=[O:29])[CH:9]=[C:10]([C:12]([F:13])([F:15])[F:14])[CH:11]=1, predict the reactants needed to synthesize it. The reactants are: [CH3:1][O:2][CH2:3][CH2:4][O:5][C:6]1[CH:7]=[C:8]([C:16]2[N:20]([CH:21]3[CH2:26][CH2:25][CH2:24][CH2:23][O:22]3)[N:19]=[C:18]([CH3:27])[C:17]=2[CH2:28][OH:29])[CH:9]=[C:10]([C:12]([F:15])([F:14])[F:13])[CH:11]=1.